Task: Regression. Given a peptide amino acid sequence and an MHC pseudo amino acid sequence, predict their binding affinity value. This is MHC class II binding data.. Dataset: Peptide-MHC class II binding affinity with 134,281 pairs from IEDB (1) The peptide sequence is TILQRLGVLFGSRIA. The MHC is DRB1_0901 with pseudo-sequence DRB1_0901. The binding affinity (normalized) is 0.455. (2) The peptide sequence is GSRGYRLQRKIEAIF. The binding affinity (normalized) is 0.666. The MHC is DRB1_0101 with pseudo-sequence DRB1_0101.